From a dataset of Catalyst prediction with 721,799 reactions and 888 catalyst types from USPTO. Predict which catalyst facilitates the given reaction. (1) Reactant: C(OC(=O)[NH:7][CH2:8][C:9]([C:11]1[C:21]2=[C:22]3[C:17](=[CH:18][CH:19]=[CH:20]2)[CH2:16][CH2:15][CH2:14][N:13]3[CH:12]=1)=[O:10])(C)(C)C.[ClH:24]. Product: [ClH:24].[NH2:7][CH2:8][C:9]([C:11]1[C:21]2=[C:22]3[C:17](=[CH:18][CH:19]=[CH:20]2)[CH2:16][CH2:15][CH2:14][N:13]3[CH:12]=1)=[O:10]. The catalyst class is: 2. (2) Reactant: [NH2:1][C:2]1[N:7]=[C:6]([S:8][CH2:9][C:10]2[CH:15]=[CH:14][CH:13]=[CH:12]C=2)[N:5]=[C:4]([C:16]2C(Cl)=[CH:18][C:19]([Cl:23])=[C:20]([OH:22])[CH:21]=2)[N:3]=1.Cl[CH2:26][Cl:27].ClC1C=CC=C(C(OO)=[O:36])C=1. Product: [NH2:1][C:2]1[N:7]=[C:6]([S:8][C:9]2[CH:10]=[CH:15][CH:14]=[C:13]([OH:36])[CH:12]=2)[N:5]=[C:4]([C:16]2[C:26]([Cl:27])=[CH:18][C:19]([Cl:23])=[C:20]([OH:22])[CH:21]=2)[N:3]=1. The catalyst class is: 5. (3) Reactant: [C:1]([C:4]1[CH:9]=[CH:8][C:7]([S:10]([NH2:13])(=[O:12])=[O:11])=[CH:6][CH:5]=1)([OH:3])=O.C(N1C=CN=C1)(N1C=CN=C1)=O.[F:26][CH:27]1[CH2:32][CH2:31][NH:30][CH2:29][CH2:28]1. Product: [F:26][CH:27]1[CH2:32][CH2:31][N:30]([C:1]([C:4]2[CH:9]=[CH:8][C:7]([S:10]([NH2:13])(=[O:12])=[O:11])=[CH:6][CH:5]=2)=[O:3])[CH2:29][CH2:28]1. The catalyst class is: 118. (4) Reactant: [N+:1]([C:4]1[C:5]([NH:21][C:22]2[CH:27]=[CH:26][CH:25]=[CH:24][CH:23]=2)=[CH:6][C:7]([O:10][C:11]2[CH:12]=[C:13]([NH:17][C:18](=[O:20])[CH3:19])[CH:14]=[CH:15][CH:16]=2)=[N:8][CH:9]=1)([O-])=O.[H][H]. Product: [NH2:1][C:4]1[C:5]([NH:21][C:22]2[CH:27]=[CH:26][CH:25]=[CH:24][CH:23]=2)=[CH:6][C:7]([O:10][C:11]2[CH:12]=[C:13]([NH:17][C:18](=[O:20])[CH3:19])[CH:14]=[CH:15][CH:16]=2)=[N:8][CH:9]=1. The catalyst class is: 886. (5) Reactant: [CH3:1][N:2]1[C:6]([C:7](=[O:19])[NH:8][C:9]2[CH:14]=[CH:13][CH:12]=[C:11]([C:15]([F:18])([F:17])[F:16])[CH:10]=2)=[CH:5][C:4]([C:20](=[O:24])[C:21]([OH:23])=O)=[CH:3]1.C(NC(=O)C(C1C=C(C(NC2C=CC=C(C(F)(F)F)C=2)=O)N(C)C=1)=O)(C)(C)C.C(N(CC)CC)C.F[P-](F)(F)(F)(F)F.N1(OC(N(C)C)=[N+](C)C)C2N=CC=CC=2N=N1.[CH3:84][C:85]1([NH2:89])[CH2:88][O:87][CH2:86]1. Product: [CH3:1][N:2]1[CH:3]=[C:4]([C:20](=[O:24])[C:21]([NH:89][C:85]2([CH3:84])[CH2:88][O:87][CH2:86]2)=[O:23])[CH:5]=[C:6]1[C:7]([NH:8][C:9]1[CH:14]=[CH:13][CH:12]=[C:11]([C:15]([F:17])([F:18])[F:16])[CH:10]=1)=[O:19]. The catalyst class is: 18.